This data is from Reaction yield outcomes from USPTO patents with 853,638 reactions. The task is: Predict the reaction yield, written as a fraction of the theoretical maximum amount of product (1.0 means a 100% yield; for example, 0.34 means a 34% yield). (1) The catalyst is CN(C=O)C.C(#N)C.O. The product is [NH2:40][C:35]1[N:34]=[C:33]([NH2:41])[C:32]2[C:37](=[N:38][CH:39]=[C:30]([CH2:29][N:27]([CH3:28])[C:24]3[CH:25]=[CH:26][C:21]([C:20]([NH:19][CH2:18][CH2:17][P:8]([O:10][C:11]4[CH:12]=[CH:13][CH:14]=[CH:15][CH:16]=4)([O:7][CH:5]([CH3:6])[C:4]([OH:43])=[O:3])=[O:9])=[O:42])=[CH:22][CH:23]=3)[N:31]=2)[N:36]=1. The yield is 0.713. The reactants are C([O:3][C:4](=[O:43])[CH:5]([O:7][P:8]([CH2:17][CH2:18][NH:19][C:20](=[O:42])[C:21]1[CH:26]=[CH:25][C:24]([N:27]([CH2:29][C:30]2[N:31]=[C:32]3[C:37](=[N:38][CH:39]=2)[N:36]=[C:35]([NH2:40])[N:34]=[C:33]3[NH2:41])[CH3:28])=[CH:23][CH:22]=1)([O:10][C:11]1[CH:16]=[CH:15][CH:14]=[CH:13][CH:12]=1)=[O:9])[CH3:6])C.[OH-].[Na+]. (2) The reactants are [NH2:1][C:2]1[CH:10]=[CH:9][C:5]([CH2:6][CH2:7][OH:8])=[CH:4][C:3]=1[I:11].[C:12]([O:18][CH2:19][C:20]1[CH:25]=[CH:24][CH:23]=[CH:22][CH:21]=1)(=[O:17])[CH2:13][C:14]([CH3:16])=O. The catalyst is C1C=CC=CC=1.C1(C)C=CC(S(O)(=O)=O)=CC=1. The product is [CH2:19]([O:18][C:12](=[O:17])/[CH:13]=[C:14](/[NH:1][C:2]1[CH:10]=[CH:9][C:5]([CH2:6][CH2:7][OH:8])=[CH:4][C:3]=1[I:11])\[CH3:16])[C:20]1[CH:25]=[CH:24][CH:23]=[CH:22][CH:21]=1. The yield is 0.990. (3) The catalyst is O. The reactants are [C:1]([O:5][C:6]([N:8]1[CH2:13][CH2:12][N:11]([CH2:14][C:15]2[N:16]=[C:17]3[N:21]([CH:22]=2)[C:20]([C:23]2[CH:28]=[CH:27][CH:26]=[CH:25][C:24]=2[N+:29]([O-])=O)=[CH:19][S:18]3)[CH2:10][CH2:9]1)=[O:7])([CH3:4])([CH3:3])[CH3:2].CO.O.[SH-].[Na+]. The product is [C:1]([O:5][C:6]([N:8]1[CH2:9][CH2:10][N:11]([CH2:14][C:15]2[N:16]=[C:17]3[N:21]([CH:22]=2)[C:20]([C:23]2[CH:28]=[CH:27][CH:26]=[CH:25][C:24]=2[NH2:29])=[CH:19][S:18]3)[CH2:12][CH2:13]1)=[O:7])([CH3:4])([CH3:2])[CH3:3]. The yield is 0.920. (4) The product is [F:1][C:2]1[CH:3]=[C:4]([NH:5][C:15]([NH2:17])=[S:16])[CH:6]=[CH:7][C:8]=1[N:9]1[CH:13]=[N:12][C:11]([CH3:14])=[N:10]1. The catalyst is ClCCl. The yield is 0.840. The reactants are [F:1][C:2]1[CH:3]=[C:4]([CH:6]=[CH:7][C:8]=1[N:9]1[CH:13]=[N:12][C:11]([CH3:14])=[N:10]1)[NH2:5].[C:15](N1C=CC=CC1=O)([N:17]1C=CC=CC1=O)=[S:16].N.